From a dataset of Forward reaction prediction with 1.9M reactions from USPTO patents (1976-2016). Predict the product of the given reaction. (1) Given the reactants [Br:1][C:2]1[CH:7]=[CH:6][C:5](/[CH:8]=[CH:9]/[C:10]2[NH:11][CH:12]=[C:13]([C:15]3[CH:20]=[CH:19][C:18]([Cl:21])=[CH:17][C:16]=3[Cl:22])[N:14]=2)=[CH:4][CH:3]=1.[CH2:23](Br)[CH3:24], predict the reaction product. The product is: [Br:1][C:2]1[CH:7]=[CH:6][C:5](/[CH:8]=[CH:9]/[C:10]2[N:11]([CH2:23][CH3:24])[CH:12]=[C:13]([C:15]3[CH:20]=[CH:19][C:18]([Cl:21])=[CH:17][C:16]=3[Cl:22])[N:14]=2)=[CH:4][CH:3]=1. (2) Given the reactants [Cl:1][C:2]1[N:3]=[CH:4][C:5]2[S:10][CH:9]=[C:8]([C:11]([OH:13])=O)[C:6]=2[N:7]=1.[NH2:14][C:15]1[S:16][C:17]2[CH:23]=[CH:22][CH:21]=[CH:20][C:18]=2[N:19]=1.C(N(C(C)C)CC)(C)C.C1CN(C(ON2N=NC3C2=CC=CC=3)=[N+]2CCCC2)CC1.F[P-](F)(F)(F)(F)F, predict the reaction product. The product is: [S:16]1[C:17]2[CH:23]=[CH:22][CH:21]=[CH:20][C:18]=2[N:19]=[C:15]1[NH:14][C:11]([C:8]1[C:6]2[N:7]=[C:2]([Cl:1])[N:3]=[CH:4][C:5]=2[S:10][CH:9]=1)=[O:13].